This data is from Full USPTO retrosynthesis dataset with 1.9M reactions from patents (1976-2016). The task is: Predict the reactants needed to synthesize the given product. (1) Given the product [Cl:22][C:20]1[CH:21]=[C:16]([NH:15][C:12]2[CH:13]=[CH:14][C:9]([O:8][C:5]([CH3:7])([CH3:6])[CH2:4][OH:3])=[CH:10][N:11]=2)[C:17](=[O:24])[N:18]([CH3:23])[N:19]=1, predict the reactants needed to synthesize it. The reactants are: C([O:3][C:4](=O)[C:5]([O:8][C:9]1[CH:10]=[N:11][C:12]([NH:15][C:16]2[C:17](=[O:24])[N:18]([CH3:23])[N:19]=[C:20]([Cl:22])[CH:21]=2)=[CH:13][CH:14]=1)([CH3:7])[CH3:6])C.[H-].[H-].[H-].[H-].[Li+].[Al+3].CCOC(C)=O. (2) The reactants are: [Cl:1][C:2]1[CH:3]=[C:4]([NH:17][C:18]2[C:19]3[N:26]([CH2:27][C:28]4[CH:36]=[CH:35][C:31]([C:32]([OH:34])=O)=[CH:30][CH:29]=4)[CH:25]=[CH:24][C:20]=3[N:21]=[CH:22][N:23]=2)[CH:5]=[CH:6][C:7]=1[O:8][CH2:9][C:10]1[CH:15]=[CH:14][CH:13]=[C:12]([F:16])[CH:11]=1.[OH:37][CH:38]1[CH2:43][CH2:42][NH:41][CH2:40][CH2:39]1.O.ON1C2C=CC=CC=2N=N1.Cl.C(N=C=NCCCN(C)C)C. Given the product [Cl:1][C:2]1[CH:3]=[C:4]([NH:17][C:18]2[C:19]3[N:26]([CH2:27][C:28]4[CH:36]=[CH:35][C:31]([C:32]([N:41]5[CH2:42][CH2:43][CH:38]([OH:37])[CH2:39][CH2:40]5)=[O:34])=[CH:30][CH:29]=4)[CH:25]=[CH:24][C:20]=3[N:21]=[CH:22][N:23]=2)[CH:5]=[CH:6][C:7]=1[O:8][CH2:9][C:10]1[CH:15]=[CH:14][CH:13]=[C:12]([F:16])[CH:11]=1, predict the reactants needed to synthesize it. (3) Given the product [Br:20][C:21]1[CH:22]=[C:23]([Cl:31])[C:24]([C:25]([C:7]2[C:8]3[C:9](=[C:10]([NH:14][C:15]([CH:17]4[CH2:18][CH2:19]4)=[O:16])[N:11]=[CH:12][CH:13]=3)[NH:5][CH:6]=2)=[O:26])=[C:28]([Cl:30])[CH:29]=1, predict the reactants needed to synthesize it. The reactants are: [Cl-].[Al+3].[Cl-].[Cl-].[NH:5]1[C:9]2=[C:10]([NH:14][C:15]([CH:17]3[CH2:19][CH2:18]3)=[O:16])[N:11]=[CH:12][CH:13]=[C:8]2[CH:7]=[CH:6]1.[Br:20][C:21]1[CH:29]=[C:28]([Cl:30])[C:24]([C:25](Cl)=[O:26])=[C:23]([Cl:31])[CH:22]=1.CO.